This data is from HIV replication inhibition screening data with 41,000+ compounds from the AIDS Antiviral Screen. The task is: Binary Classification. Given a drug SMILES string, predict its activity (active/inactive) in a high-throughput screening assay against a specified biological target. (1) The compound is CC(CC(=O)N(C(C)C)C(C)C)=NNC(=O)c1ccncc1. The result is 0 (inactive). (2) The result is 0 (inactive). The molecule is CC1=C2CC(OC3OCC(O)C(O)C3O)C(C)C2CC=C(C=O)C2CC3(C)CCC(C(C)C)C3CC12. (3) The compound is COc1ccc(-c2c(C#N)cnc(C)c2C)c(O)c1OC. The result is 0 (inactive). (4) The compound is O=C(Nc1ccc(O)cc1)C(Cl)(Cl)Cl. The result is 0 (inactive). (5) The molecule is O=S(=O)(O)c1ccc(N=Nc2ccc(N=Nc3c(S(=O)(=O)O)cc4cc(S(=O)(=O)O)cc(O)c4c3O)cc2)cc1. The result is 0 (inactive). (6) The molecule is CCCCCc1cc(OC(=O)c2c(O)cc(OC)cc2CCCCC)cc(O)c1C(=O)O. The result is 0 (inactive). (7) The molecule is CC1(C2(C)OC(=O)c3ccccc32)OC(=O)c2ccccc21. The result is 0 (inactive).